This data is from Full USPTO retrosynthesis dataset with 1.9M reactions from patents (1976-2016). The task is: Predict the reactants needed to synthesize the given product. (1) Given the product [C:1]([C:5]1[C:6]([OH:15])=[C:7]([C:8]2[NH:21][C:19](=[O:20])[C:18]3[C:17](=[CH:25][CH:24]=[C:23]([F:26])[CH:22]=3)[N:16]=2)[C:10]([CH3:14])=[C:11]([F:13])[CH:12]=1)([CH3:4])([CH3:3])[CH3:2], predict the reactants needed to synthesize it. The reactants are: [C:1]([C:5]1[C:6]([OH:15])=[C:7]([C:10]([CH3:14])=[C:11]([F:13])[CH:12]=1)[CH:8]=O)([CH3:4])([CH3:3])[CH3:2].[NH2:16][C:17]1[CH:25]=[CH:24][C:23]([F:26])=[CH:22][C:18]=1[C:19]([NH2:21])=[O:20]. (2) Given the product [CH2:1]([O:3][C:4](=[O:32])[C:5]1[CH:10]=[CH:9][CH:8]=[C:7]([C:49]2[CH:50]=[N:51][CH:52]=[CH:53][C:48]=2[C:42]2[CH:43]=[C:44]([Cl:47])[CH:45]=[CH:46][C:41]=2[O:40][CH2:33][C:34]2[CH:39]=[CH:38][CH:37]=[CH:36][CH:35]=2)[CH:6]=1)[CH3:2], predict the reactants needed to synthesize it. The reactants are: [CH2:1]([O:3][C:4](=[O:32])[C:5]1[CH:10]=[CH:9][CH:8]=[C:7](C2C(C3C=C(Cl)C=CC=3OCC3C=CC=CC=3)=CC=CN=2)[CH:6]=1)[CH3:2].[CH2:33]([O:40][C:41]1[CH:46]=[CH:45][C:44]([Cl:47])=[CH:43][C:42]=1[C:48]1[CH:53]=[CH:52][N:51]=[CH:50][C:49]=1Br)[C:34]1[CH:39]=[CH:38][CH:37]=[CH:36][CH:35]=1.C(OC(C1C=C(B(O)O)C=CC=1)=O)C.C(OOB(C1C=CC=CC=1)OCl)C1C=CC=CC=1. (3) Given the product [F:25][C:26]1[CH:27]=[C:28]([CH:32]2[NH:37][C:36](=[O:38])[C:35]3([CH2:44][O:43][CH2:42][CH2:41][O:40][CH2:39]3)[N:34]([C:18]([O:20][C:21]([CH3:22])([CH3:23])[CH3:24])=[O:19])[CH2:33]2)[CH:29]=[CH:30][CH:31]=1, predict the reactants needed to synthesize it. The reactants are: CCN(C(C)C)C(C)C.[C:21]([O:20][C:18](O[C:18]([O:20][C:21]([CH3:24])([CH3:23])[CH3:22])=[O:19])=[O:19])([CH3:24])([CH3:23])[CH3:22].[F:25][C:26]1[CH:27]=[C:28]([CH:32]2[NH:37][C:36](=[O:38])[C:35]3([CH2:44][O:43][CH2:42][CH2:41][O:40][CH2:39]3)[NH:34][CH2:33]2)[CH:29]=[CH:30][CH:31]=1. (4) Given the product [F:1][C:2]1[CH:11]=[C:10]2[C:5]([C:6]([OH:15])=[CH:7][CH:8]=[N:9]2)=[CH:4][CH:3]=1, predict the reactants needed to synthesize it. The reactants are: [F:1][C:2]1[CH:11]=[C:10]2[C:5]([C:6]([OH:15])=[C:7](C(O)=O)[CH:8]=[N:9]2)=[CH:4][CH:3]=1.C(=O)=O. (5) Given the product [F:1][C:2]1[CH:3]=[CH:4][C:5]([N:8]2[C:16]3[N:15]=[C:14]4[CH2:17][CH2:18][CH2:19][C:20](=[O:29])[CH:21]([CH2:22][C:23]5[CH:28]=[CH:27][CH:26]=[CH:25][N:24]=5)[C:13]4=[CH:12][C:11]=3[CH:10]=[N:9]2)=[CH:6][CH:7]=1, predict the reactants needed to synthesize it. The reactants are: [F:1][C:2]1[CH:7]=[CH:6][C:5]([N:8]2[C:16]3[N:15]=[C:14]4[CH2:17][CH2:18][CH2:19][C:20](=[O:29])/[C:21](=[CH:22]/[C:23]5[CH:28]=[CH:27][CH:26]=[CH:25][N:24]=5)/[C:13]4=[CH:12][C:11]=3[CH:10]=[N:9]2)=[CH:4][CH:3]=1. (6) Given the product [CH2:65]([O:67][C:68]1[CH:69]=[C:70]([CH:73]=[C:74]([O:77][CH2:78][CH3:79])[C:75]=1[F:76])[CH2:71][N:1]1[CH2:6][CH2:5][CH:4]([NH:7][C:8]2[O:9][C:10]3[CH:16]=[CH:15][C:14]([O:17][CH2:18][CH2:19][CH2:20][N:21]4[CH:25]=[N:24][CH:23]=[N:22]4)=[CH:13][C:11]=3[N:12]=2)[CH2:3][CH2:2]1)[CH3:66], predict the reactants needed to synthesize it. The reactants are: [NH:1]1[CH2:6][CH2:5][CH:4]([NH:7][C:8]2[O:9][C:10]3[CH:16]=[CH:15][C:14]([O:17][CH2:18][CH2:19][CH2:20][N:21]4[CH:25]=[N:24][CH:23]=[N:22]4)=[CH:13][C:11]=3[N:12]=2)[CH2:3][CH2:2]1.C(OC(N1CCC(NC2OC3C=CC(OCCCN4C=NC=N4)=CC=3N=2)CC1)=O)(C)(C)C.Cl.O1CCOCC1.[CH2:65]([O:67][C:68]1[CH:69]=[C:70]([CH:73]=[C:74]([O:77][CH2:78][CH3:79])[C:75]=1[F:76])[CH:71]=O)[CH3:66].C([BH3-])#N.[Na+].C(N(C(C)C)C(C)C)C. (7) Given the product [Cl:20][C:21]1[CH:22]=[C:23]([NH:24][C:2]2[C:11]3[C:6](=[CH:7][CH:8]=[C:9]([O:12][CH3:13])[CH:10]=3)[CH:5]=[C:4]([C:14]3[CH:15]=[N:16][CH:17]=[CH:18][CH:19]=3)[N:3]=2)[CH:25]=[CH:26][C:27]=1[F:28], predict the reactants needed to synthesize it. The reactants are: Cl[C:2]1[C:11]2[C:6](=[CH:7][CH:8]=[C:9]([O:12][CH3:13])[CH:10]=2)[CH:5]=[C:4]([C:14]2[CH:15]=[N:16][CH:17]=[CH:18][CH:19]=2)[N:3]=1.[Cl:20][C:21]1[CH:22]=[C:23]([CH:25]=[CH:26][C:27]=1[F:28])[NH2:24].CC1(C)C2C(=C(P(C3C=CC=CC=3)C3C=CC=CC=3)C=CC=2)OC2C(P(C3C=CC=CC=3)C3C=CC=CC=3)=CC=CC1=2.C(=O)([O-])[O-].[Cs+].[Cs+]. (8) Given the product [F:1][C:2]1[CH:11]=[C:10]([F:12])[CH:9]=[C:8]2[C:3]=1[C:4]([C:14]1[C:22]3[C:17](=[C:18]([CH2:23][S:24]([CH3:25])=[O:37])[CH:19]=[CH:20][CH:21]=3)[NH:16][CH:15]=1)([CH3:13])[CH2:5][CH2:6][O:7]2, predict the reactants needed to synthesize it. The reactants are: [F:1][C:2]1[CH:11]=[C:10]([F:12])[CH:9]=[C:8]2[C:3]=1[C:4]([C:14]1[C:22]3[C:17](=[C:18]([CH2:23][S:24][CH3:25])[CH:19]=[CH:20][CH:21]=3)[NH:16][CH:15]=1)([CH3:13])[CH2:5][CH2:6][O:7]2.ClCCl.ClC1C=CC=C(C(OO)=[O:37])C=1. (9) Given the product [F:15][C:14]([F:17])([F:16])[C:7]1([OH:10])[CH2:6][CH2:5][C:4]2([O:3][CH2:2][CH2:1][O:11]2)[CH2:9][CH2:8]1, predict the reactants needed to synthesize it. The reactants are: [CH2:1]1[O:11][C:4]2([CH2:9][CH2:8][C:7](=[O:10])[CH2:6][CH2:5]2)[O:3][CH2:2]1.C[Si](C)(C)[C:14]([F:17])([F:16])[F:15].[F-].C([N+](CCCC)(CCCC)CCCC)CCC.[Cl-].[NH4+]. (10) Given the product [C:11](=[O:19])([O:12][C:13]1[CH:18]=[CH:17][CH:16]=[CH:15][N:14]=1)[O:10][C:6]1([CH:3]([CH3:5])[CH3:4])[CH2:9][O:8][CH2:7]1, predict the reactants needed to synthesize it. The reactants are: [H-].[Na+].[CH:3]([C:6]1([OH:10])[CH2:9][O:8][CH2:7]1)([CH3:5])[CH3:4].[C:11](=O)([O:19]C1C=CC=CN=1)[O:12][C:13]1[CH:18]=[CH:17][CH:16]=[CH:15][N:14]=1.